Dataset: NCI-60 drug combinations with 297,098 pairs across 59 cell lines. Task: Regression. Given two drug SMILES strings and cell line genomic features, predict the synergy score measuring deviation from expected non-interaction effect. (1) Drug 1: CN(C)C(=N)N=C(N)N. Drug 2: C1CC(CNC1)C2=CC=C(C=C2)N3C=C4C=CC=C(C4=N3)C(=O)N. Cell line: OVCAR3. Synergy scores: CSS=11.3, Synergy_ZIP=3.76, Synergy_Bliss=6.46, Synergy_Loewe=2.20, Synergy_HSA=5.02. (2) Drug 1: C1=CC(=CC=C1CC(C(=O)O)N)N(CCCl)CCCl.Cl. Drug 2: C(CC(=O)O)C(=O)CN.Cl. Cell line: OVCAR3. Synergy scores: CSS=19.7, Synergy_ZIP=-7.12, Synergy_Bliss=0.469, Synergy_Loewe=-0.279, Synergy_HSA=0.377. (3) Drug 2: CC12CCC3C(C1CCC2O)C(CC4=C3C=CC(=C4)O)CCCCCCCCCS(=O)CCCC(C(F)(F)F)(F)F. Drug 1: CC1C(C(CC(O1)OC2CC(OC(C2O)C)OC3=CC4=CC5=C(C(=O)C(C(C5)C(C(=O)C(C(C)O)O)OC)OC6CC(C(C(O6)C)O)OC7CC(C(C(O7)C)O)OC8CC(C(C(O8)C)O)(C)O)C(=C4C(=C3C)O)O)O)O. Cell line: OVCAR3. Synergy scores: CSS=41.3, Synergy_ZIP=-0.450, Synergy_Bliss=-1.64, Synergy_Loewe=-39.0, Synergy_HSA=-2.03. (4) Drug 1: CC12CCC(CC1=CCC3C2CCC4(C3CC=C4C5=CN=CC=C5)C)O. Drug 2: C(CCl)NC(=O)N(CCCl)N=O. Cell line: TK-10. Synergy scores: CSS=-7.74, Synergy_ZIP=0.573, Synergy_Bliss=-3.11, Synergy_Loewe=-7.18, Synergy_HSA=-6.57. (5) Drug 1: COC1=C(C=C2C(=C1)N=CN=C2NC3=CC(=C(C=C3)F)Cl)OCCCN4CCOCC4. Drug 2: B(C(CC(C)C)NC(=O)C(CC1=CC=CC=C1)NC(=O)C2=NC=CN=C2)(O)O. Cell line: UO-31. Synergy scores: CSS=28.7, Synergy_ZIP=-2.43, Synergy_Bliss=-2.28, Synergy_Loewe=0.456, Synergy_HSA=0.453. (6) Drug 1: CCC1(CC2CC(C3=C(CCN(C2)C1)C4=CC=CC=C4N3)(C5=C(C=C6C(=C5)C78CCN9C7C(C=CC9)(C(C(C8N6C=O)(C(=O)OC)O)OC(=O)C)CC)OC)C(=O)OC)O.OS(=O)(=O)O. Drug 2: CCN(CC)CCNC(=O)C1=C(NC(=C1C)C=C2C3=C(C=CC(=C3)F)NC2=O)C. Cell line: MOLT-4. Synergy scores: CSS=61.0, Synergy_ZIP=-2.67, Synergy_Bliss=-4.42, Synergy_Loewe=-22.8, Synergy_HSA=-2.65. (7) Drug 1: C1=NC2=C(N=C(N=C2N1C3C(C(C(O3)CO)O)F)Cl)N. Drug 2: CC1=C(C(=CC=C1)Cl)NC(=O)C2=CN=C(S2)NC3=CC(=NC(=N3)C)N4CCN(CC4)CCO. Cell line: OVCAR3. Synergy scores: CSS=1.64, Synergy_ZIP=1.79, Synergy_Bliss=5.33, Synergy_Loewe=-6.97, Synergy_HSA=-5.04.